This data is from Forward reaction prediction with 1.9M reactions from USPTO patents (1976-2016). The task is: Predict the product of the given reaction. (1) Given the reactants [N:1]1([CH2:7][C:8]([OH:10])=O)[CH2:6][CH2:5][O:4][CH2:3][CH2:2]1.CCN(C(C)C)C(C)C.CN(C(ON1N=NC2C=CC=NC1=2)=[N+](C)C)C.F[P-](F)(F)(F)(F)F.Cl.[NH2:45][C:46]1[CH:54]=[C:53]([C:55]2[CH:56]=[C:57]([NH:62][S:63]([C:66]3[CH:71]=[CH:70][CH:69]=[CH:68][CH:67]=3)(=[O:65])=[O:64])[C:58]([Cl:61])=[N:59][CH:60]=2)[CH:52]=[C:51]2[C:47]=1[CH:48]=[N:49][N:50]2S(C1C=CC=CC=1)(=O)=O, predict the reaction product. The product is: [Cl:61][C:58]1[N:59]=[CH:60][C:55]([C:53]2[CH:52]=[C:51]3[C:47]([CH:48]=[N:49][NH:50]3)=[C:46]([NH:45][C:8](=[O:10])[CH2:7][N:1]3[CH2:2][CH2:3][O:4][CH2:5][CH2:6]3)[CH:54]=2)=[CH:56][C:57]=1[NH:62][S:63]([C:66]1[CH:71]=[CH:70][CH:69]=[CH:68][CH:67]=1)(=[O:64])=[O:65]. (2) The product is: [C:19]([C:21]1[N:25]([CH3:26])[C:24]([C:2]2[CH:7]=[CH:6][C:5]([S:8]([NH:11][CH2:12][CH2:13][CH3:14])(=[O:10])=[O:9])=[C:4]([C:15]([F:18])([F:17])[F:16])[CH:3]=2)=[CH:23][CH:22]=1)#[N:20]. Given the reactants Br[C:2]1[CH:7]=[CH:6][C:5]([S:8]([NH:11][CH2:12][CH2:13][CH3:14])(=[O:10])=[O:9])=[C:4]([C:15]([F:18])([F:17])[F:16])[CH:3]=1.[C:19]([C:21]1[N:25]([CH3:26])[C:24](B(O)O)=[CH:23][CH:22]=1)#[N:20].[F-].[K+].C(P(C(C)(C)C)C(C)(C)C)(C)(C)C, predict the reaction product. (3) Given the reactants [Si:1]([O:8][C@@H:9]1[C@@:28]2([CH3:29])[C:13](=[CH:14][CH:15]=[C:16]3[C@@H:27]2[CH2:26][CH2:25][C@@:24]2([CH3:30])[C@H:17]3[CH2:18][CH:19]=[C:20]2[C@H:21]([OH:23])[CH3:22])[CH2:12][C@@H:11]([O:31][Si:32]([C:35]([CH3:38])([CH3:37])[CH3:36])([CH3:34])[CH3:33])[CH2:10]1)([C:4]([CH3:7])([CH3:6])[CH3:5])([CH3:3])[CH3:2].[H-].[Na+].C1OCCOCCOCCOCCOC1.Br[CH2:57]/[CH:58]=[CH:59]\[C:60]([CH3:70])([O:62][Si:63]([CH2:68][CH3:69])([CH2:66][CH3:67])[CH2:64][CH3:65])[CH3:61], predict the reaction product. The product is: [Si:1]([O:8][C@@H:9]1[C@@:28]2([CH3:29])[C:13](=[CH:14][CH:15]=[C:16]3[C@@H:27]2[CH2:26][CH2:25][C@@:24]2([CH3:30])[C@H:17]3[CH2:18][CH:19]=[C:20]2[C@H:21]([O:23][CH2:57]/[CH:58]=[CH:59]\[C:60]([CH3:70])([O:62][Si:63]([CH2:66][CH3:67])([CH2:68][CH3:69])[CH2:64][CH3:65])[CH3:61])[CH3:22])[CH2:12][C@@H:11]([O:31][Si:32]([C:35]([CH3:37])([CH3:36])[CH3:38])([CH3:33])[CH3:34])[CH2:10]1)([C:4]([CH3:7])([CH3:6])[CH3:5])([CH3:3])[CH3:2]. (4) Given the reactants [N+:1]([C:4]1[CH:5]=[C:6]2[C:10](=[CH:11][CH:12]=1)[NH:9][CH2:8][CH2:7]2)([O-:3])=[O:2].[C:13](Cl)(=[O:15])[CH3:14], predict the reaction product. The product is: [N+:1]([C:4]1[CH:5]=[C:6]2[C:10](=[CH:11][CH:12]=1)[N:9]([C:13](=[O:15])[CH3:14])[CH2:8][CH2:7]2)([O-:3])=[O:2]. (5) Given the reactants [Mg].[C:2]([O:10][CH2:11][CH3:12])(=[O:9])[CH2:3][C:4]([O:6][CH2:7][CH3:8])=[O:5].[CH2:13]([CH:16]1[CH2:21][CH2:20][CH:19]([C:22](Cl)=[O:23])[CH2:18][CH2:17]1)[CH2:14][CH3:15].OS(O)(=O)=O, predict the reaction product. The product is: [CH2:11]([O:10][C:2](=[O:9])[CH:3]([C:22]([CH:19]1[CH2:20][CH2:21][CH:16]([CH2:13][CH2:14][CH3:15])[CH2:17][CH2:18]1)=[O:23])[C:4]([O:6][CH2:7][CH3:8])=[O:5])[CH3:12]. (6) Given the reactants [O:1]=[S:2]1(=[O:30])[CH2:7][CH2:6][N:5]([C:8]([C:10]2[NH:11][C:12]3[C:17]([CH:18]=2)=[CH:16][C:15]([C:19]([N:21]2[CH2:26][CH2:25][N:24]([CH:27]([CH3:29])[CH3:28])[CH2:23][CH2:22]2)=[O:20])=[CH:14][CH:13]=3)=[O:9])[CH2:4][CH2:3]1.[Cl:31][C:32]1[CH:37]=[CH:36][C:35](B(O)O)=[CH:34][CH:33]=1.N1C=CC=CC=1, predict the reaction product. The product is: [Cl:31][C:32]1[CH:37]=[CH:36][C:35]([N:11]2[C:12]3[C:17](=[CH:16][C:15]([C:19]([N:21]4[CH2:22][CH2:23][N:24]([CH:27]([CH3:28])[CH3:29])[CH2:25][CH2:26]4)=[O:20])=[CH:14][CH:13]=3)[CH:18]=[C:10]2[C:8]([N:5]2[CH2:6][CH2:7][S:2](=[O:1])(=[O:30])[CH2:3][CH2:4]2)=[O:9])=[CH:34][CH:33]=1. (7) Given the reactants [Br:1][C:2]1[CH:3]=[C:4]([C:9]2[CH:14]=[CH:13][C:12](/[C:15](/[CH3:19])=[CH:16]/[CH2:17][OH:18])=[CH:11][CH:10]=2)[CH:5]=[C:6]([Br:8])[CH:7]=1.[CH2:20]([O:22][C@@H:23]([CH2:29][C:30]1[CH:35]=[CH:34][C:33](O)=[CH:32][CH:31]=1)[C:24]([O:26][CH2:27][CH3:28])=[O:25])[CH3:21], predict the reaction product. The product is: [Br:1][C:2]1[CH:3]=[C:4]([C:9]2[CH:10]=[CH:11][C:12](/[C:15](/[CH3:19])=[CH:16]/[CH2:17][O:18][C:33]3[CH:32]=[CH:31][C:30]([CH2:29][C@H:23]([O:22][CH2:20][CH3:21])[C:24]([O:26][CH2:27][CH3:28])=[O:25])=[CH:35][CH:34]=3)=[CH:13][CH:14]=2)[CH:5]=[C:6]([Br:8])[CH:7]=1. (8) Given the reactants [OH:1][CH:2]([CH:4]([CH2:8][CH2:9][CH2:10][C:11]1[CH:16]=[CH:15][CH:14]=[CH:13][CH:12]=1)[C:5]([OH:7])=O)[CH3:3].ON1C2C=CC=CC=2N=N1.C(N(C(C)C)C(C)C)C.Cl.CN(C)CCCN=C=NCC.[NH2:48][CH:49]([C:52]1[C:53](=[O:70])[NH:54][C:55]([CH2:58][C:59]2[CH:64]=[CH:63][C:62]([O:65][CH3:66])=[C:61]([O:67][CH2:68][CH3:69])[CH:60]=2)=[N:56][N:57]=1)[CH2:50][CH3:51], predict the reaction product. The product is: [CH2:68]([O:67][C:61]1[CH:60]=[C:59]([CH:64]=[CH:63][C:62]=1[O:65][CH3:66])[CH2:58][C:55]1[NH:54][C:53](=[O:70])[C:52]([CH:49]([NH:48][C:5](=[O:7])[CH:4]([CH:2]([OH:1])[CH3:3])[CH2:8][CH2:9][CH2:10][C:11]2[CH:16]=[CH:15][CH:14]=[CH:13][CH:12]=2)[CH2:50][CH3:51])=[N:57][N:56]=1)[CH3:69].